Predict the reactants needed to synthesize the given product. From a dataset of Full USPTO retrosynthesis dataset with 1.9M reactions from patents (1976-2016). Given the product [ClH:1].[CH3:2][O:3][C:4]1[CH:5]=[C:6](/[C:12](=[CH:15]/[C:16]2[S:17][C:18]([N:21]([CH2:23][CH2:24][N:25]([CH3:27])[CH3:26])[CH3:22])=[CH:19][CH:20]=2)/[C:13]#[N:14])[CH:7]=[CH:8][C:9]=1[O:10][CH3:11], predict the reactants needed to synthesize it. The reactants are: [ClH:1].[CH3:2][O:3][C:4]1[CH:5]=[C:6](/[C:12](=[CH:15]/[C:16]2[S:17][C:18]([N:21]([CH2:23][CH2:24][N:25]([CH3:27])[CH3:26])[CH3:22])=[CH:19][CH:20]=2)/[C:13]#[N:14])[CH:7]=[CH:8][C:9]=1[O:10][CH3:11].